This data is from Full USPTO retrosynthesis dataset with 1.9M reactions from patents (1976-2016). The task is: Predict the reactants needed to synthesize the given product. (1) Given the product [CH2:1]([C@:3]12[CH2:27][CH2:26][C:25](=[O:28])[CH2:24][C@@H:4]1[CH2:5][CH2:6][CH2:7][C:8]1[CH:9]=[C:10]3[C:14](=[CH:15][C:16]=12)[CH:13]=[N:12][N:11]3[C:17]1[CH:18]=[CH:19][C:20]([F:23])=[CH:21][CH:22]=1)[CH3:2].[CH2:1]([C@@:3]12[CH2:27][CH2:26][C:25](=[O:28])[CH2:24][C@H:4]1[CH2:5][CH2:6][CH2:7][C:8]1[CH:9]=[C:10]3[C:14](=[CH:15][C:16]=12)[CH:13]=[N:12][N:11]3[C:17]1[CH:18]=[CH:19][C:20]([F:23])=[CH:21][CH:22]=1)[CH3:2], predict the reactants needed to synthesize it. The reactants are: [CH2:1]([C:3]12[CH2:27][CH2:26][C:25](=[O:28])[CH:24]=[C:4]1[CH2:5][CH2:6][CH2:7][C:8]1[CH:9]=[C:10]3[C:14](=[CH:15][C:16]=12)[CH:13]=[N:12][N:11]3[C:17]1[CH:22]=[CH:21][C:20]([F:23])=[CH:19][CH:18]=1)[CH3:2]. (2) The reactants are: [C:1]([O:5][C:6]([N:8]1[C:16]2[C:11](=[CH:12][C:13]([O:17][CH3:18])=[CH:14][CH:15]=2)[C:10](I)=[N:9]1)=[O:7])([CH3:4])([CH3:3])[CH3:2].C(N(CC)CC)C.[C:27]([O:31][CH3:32])(=[O:30])[CH:28]=[CH2:29].C1(P(C2C=CC=CC=2)C2C=CC=CC=2)C=CC=CC=1. Given the product [C:1]([O:5][C:6]([N:8]1[C:16]2[C:11](=[CH:12][C:13]([O:17][CH3:18])=[CH:14][CH:15]=2)[C:10]([CH:29]=[CH:28][C:27]([O:31][CH3:32])=[O:30])=[N:9]1)=[O:7])([CH3:4])([CH3:3])[CH3:2], predict the reactants needed to synthesize it. (3) Given the product [NH:6]1[C:7]2[C:3](=[C:2]([O:1][CH2:14][C:15]#[N:16])[CH:10]=[CH:9][CH:8]=2)[CH:4]=[CH:5]1, predict the reactants needed to synthesize it. The reactants are: [OH:1][C:2]1[CH:10]=[CH:9][CH:8]=[C:7]2[C:3]=1[CH:4]=[CH:5][NH:6]2.[H-].[Na+].Br[CH2:14][C:15]#[N:16]. (4) Given the product [CH3:1][N:2]([CH3:13])[CH2:3][CH2:4][N:5]1[CH:9]=[C:8]([NH2:10])[CH:7]=[N:6]1, predict the reactants needed to synthesize it. The reactants are: [CH3:1][N:2]([CH3:13])[CH2:3][CH2:4][N:5]1[CH:9]=[C:8]([N+:10]([O-])=O)[CH:7]=[N:6]1.Cl.O1CCOCC1. (5) Given the product [Cl:1][C:2]1[CH:7]=[C:6]([O:8][C:9]2[C:10]([CH3:19])=[CH:11][C:12]([NH2:16])=[C:13]([F:15])[CH:14]=2)[CH:5]=[CH:4][N:3]=1, predict the reactants needed to synthesize it. The reactants are: [Cl:1][C:2]1[CH:7]=[C:6]([O:8][C:9]2[CH:14]=[C:13]([F:15])[C:12]([N+:16]([O-])=O)=[CH:11][C:10]=2[CH3:19])[CH:5]=[CH:4][N:3]=1. (6) Given the product [Br:17][C:18]1[CH:23]=[CH:22][C:21]([NH:14][C:15]([NH:13][NH:12][C:10]([C:7]2[CH:8]=[CH:9][C:4]([O:3][CH2:1][CH3:2])=[CH:5][CH:6]=2)=[O:11])=[S:16])=[CH:20][C:19]=1[Cl:24], predict the reactants needed to synthesize it. The reactants are: [CH2:1]([O:3][C:4]1[CH:9]=[CH:8][C:7]([C:10]([NH:12][NH2:13])=[O:11])=[CH:6][CH:5]=1)[CH3:2].[N-:14]=[C:15]=[S:16].[Br:17][C:18]1[CH:23]=[CH:22][CH:21]=[CH:20][C:19]=1[Cl:24]. (7) Given the product [NH2:1][CH2:2][CH2:3][CH2:4][N:5]1[CH2:10][CH2:11][N:12]([CH2:13][CH2:14][CH2:15][NH:16][C:17]2[C:30]3[C:29](=[O:31])[C:28]4[C:23](=[CH:24][CH:25]=[C:26]([F:32])[CH:27]=4)[NH:22][C:21]=3[C:20]([N+:33]([O-:35])=[O:34])=[CH:19][CH:18]=2)[CH2:7][CH2:6]1, predict the reactants needed to synthesize it. The reactants are: [NH2:1][CH2:2][CH2:3][CH2:4][N:5]([CH3:10])[CH2:6][CH2:7]CN.[CH3:11][N:12](CCCN)[CH2:13][CH2:14][CH2:15][NH:16][C:17]1[C:30]2[C:29](=[O:31])[C:28]3[C:23](=[CH:24][CH:25]=[C:26]([F:32])[CH:27]=3)[NH:22][C:21]=2[C:20]([N+:33]([O-:35])=[O:34])=[CH:19][CH:18]=1.NCCN1CCN(CCN)CC1.NCCN1CCN(CCNC2C3C(=O)C4C(=CC=C(F)C=4)NC=3C([N+]([O-])=O)=CC=2)CC1.